This data is from Full USPTO retrosynthesis dataset with 1.9M reactions from patents (1976-2016). The task is: Predict the reactants needed to synthesize the given product. Given the product [N+:7]([C:10]1[CH:15]=[CH:14][C:13]([N:16]2[CH2:21][CH2:20][C:19](=[O:22])[CH2:18][CH2:17]2)=[CH:12][C:11]=1[O:23][CH2:24][C:25]([F:28])([F:26])[F:27])([O-:9])=[O:8], predict the reactants needed to synthesize it. The reactants are: C(Cl)(=O)C(Cl)=O.[N+:7]([C:10]1[CH:15]=[CH:14][C:13]([N:16]2[CH2:21][CH2:20][CH:19]([OH:22])[CH2:18][CH2:17]2)=[CH:12][C:11]=1[O:23][CH2:24][C:25]([F:28])([F:27])[F:26])([O-:9])=[O:8].O.